Task: Regression. Given a peptide amino acid sequence and an MHC pseudo amino acid sequence, predict their binding affinity value. This is MHC class II binding data.. Dataset: Peptide-MHC class II binding affinity with 134,281 pairs from IEDB (1) The peptide sequence is LRAHRLHQLAFDTYQ. The MHC is DRB1_0404 with pseudo-sequence DRB1_0404. The binding affinity (normalized) is 0.289. (2) The peptide sequence is TFHVEKGSNPNYLALLVKYVNGDGD. The MHC is DRB1_0101 with pseudo-sequence DRB1_0101. The binding affinity (normalized) is 0.820. (3) The peptide sequence is SQPATGAATVAAGAA. The MHC is DRB1_1501 with pseudo-sequence DRB1_1501. The binding affinity (normalized) is 0.